From a dataset of Catalyst prediction with 721,799 reactions and 888 catalyst types from USPTO. Predict which catalyst facilitates the given reaction. (1) Reactant: Cl[C:2]1[N:3]=[CH:4][C:5]2[N:11]([CH3:12])[C:10](=[O:13])[C:9]([CH3:15])([CH3:14])[CH2:8][N:7]([CH:16]3[CH2:20][CH2:19][CH2:18][CH2:17]3)[C:6]=2[N:21]=1.[SH:22][C:23]1[CH:31]=[CH:30][C:26]([C:27]([OH:29])=[O:28])=[CH:25][CH:24]=1. Product: [CH:16]1([N:7]2[CH2:8][C:9]([CH3:15])([CH3:14])[C:10](=[O:13])[N:11]([CH3:12])[C:5]3[CH:4]=[N:3][C:2]([S:22][C:23]4[CH:31]=[CH:30][C:26]([C:27]([OH:29])=[O:28])=[CH:25][CH:24]=4)=[N:21][C:6]2=3)[CH2:20][CH2:19][CH2:18][CH2:17]1. The catalyst class is: 10. (2) Reactant: [F:1][C@H:2]1[C@H:7]([O:8][C:9]2[CH:10]=[C:11]([F:33])[CH:12]=[C:13]3[C:18]=2[N:17]=[C:16]([C:19]2[N:23]4[CH:24]=[CH:25][C:26]([O:28][CH2:29][CH2:30][O:31][CH3:32])=[CH:27][C:22]4=[N:21][CH:20]=2)[CH:15]=[CH:14]3)[CH2:6][CH2:5][N:4](C(OCC2C=CC3C(=CC=CC=3)C=2)=O)[CH2:3]1.CCO.CCOC(C)=O.[ClH:57]. Product: [F:33][C:11]1[CH:12]=[C:13]2[C:18](=[C:9]([O:8][C@@H:7]3[CH2:6][CH2:5][NH:4][CH2:3][C@H:2]3[F:1])[CH:10]=1)[N:17]=[C:16]([C:19]1[N:23]3[CH:24]=[CH:25][C:26]([O:28][CH2:29][CH2:30][O:31][CH3:32])=[CH:27][C:22]3=[N:21][CH:20]=1)[CH:15]=[CH:14]2.[ClH:57]. The catalyst class is: 505. (3) Reactant: [Cl:1][C:2]1[C:3]2[C:10](I)=[CH:9][N:8](COCC[Si](C)(C)C)[C:4]=2[N:5]=[CH:6][N:7]=1.[CH3:20][O:21][C:22]1[CH:27]=[CH:26][CH:25]=[CH:24][C:23]=1[SH:28].C(=O)([O-])[O-].[K+].[K+]. Product: [Cl:1][C:2]1[C:3]2[C:10]([S:28][C:23]3[CH:24]=[CH:25][CH:26]=[CH:27][C:22]=3[O:21][CH3:20])=[CH:9][NH:8][C:4]=2[N:5]=[CH:6][N:7]=1. The catalyst class is: 590. (4) Reactant: [CH3:1][O:2][C:3]1[CH:4]=[C:5]2[C:9](=[CH:10][CH:11]=1)[C:8](=[O:12])[CH2:7][CH2:6]2.[N-:13]=[N+]=[N-].[Na+]. Product: [CH3:1][O:2][C:3]1[CH:4]=[C:5]2[C:9](=[CH:10][CH:11]=1)[C:8](=[O:12])[NH:13][CH2:7][CH2:6]2. The catalyst class is: 501. (5) Reactant: [Cl:1][C:2]1[CH:7]=[CH:6][C:5]([C:8]2[CH:9]=[N:10][CH:11]=[C:12]3[C:17]=2[N:16]=[C:15]([C:18]([OH:20])=O)[CH:14]=[CH:13]3)=[CH:4][CH:3]=1.C(N(CC)C(C)C)(C)C.F[P-](F)(F)(F)(F)F.N1(OC(N(C)C)=[N+](C)C)C2N=CC=CC=2N=N1.[CH3:54][S:55]([NH:58][NH2:59])(=[O:57])=[O:56]. Product: [Cl:1][C:2]1[CH:3]=[CH:4][C:5]([C:8]2[CH:9]=[N:10][CH:11]=[C:12]3[C:17]=2[N:16]=[C:15]([C:18]([NH:59][NH:58][S:55]([CH3:54])(=[O:57])=[O:56])=[O:20])[CH:14]=[CH:13]3)=[CH:6][CH:7]=1. The catalyst class is: 9. (6) Reactant: [I:1][C:2]1[C:7]([NH2:8])=[CH:6][N:5]=[C:4]([CH:9]([CH3:11])[CH3:10])[N:3]=1.[F:12][C:13]([F:24])([F:23])[C:14](O[C:14](=[O:15])[C:13]([F:24])([F:23])[F:12])=[O:15]. Product: [F:12][C:13]([F:24])([F:23])[C:14]([NH:8][C:7]1[C:2]([I:1])=[N:3][C:4]([CH:9]([CH3:11])[CH3:10])=[N:5][CH:6]=1)=[O:15]. The catalyst class is: 4. (7) Reactant: [F:1][CH:2]1C(=O)[CH2:6][CH2:5][N:4]([C:9]2[CH:14]=[CH:13][C:12]([N+:15]([O-:17])=[O:16])=[CH:11][CH:10]=2)[CH2:3]1.[CH3:18][O:19][CH:20](OC)[O:21][CH3:22].O.C1(C)C=CC(S(O)(=O)=O)=CC=1. Product: [CH3:18][O:19][C:20]1([O:21][CH3:22])[CH2:6][CH2:5][N:4]([C:9]2[CH:14]=[CH:13][C:12]([N+:15]([O-:17])=[O:16])=[CH:11][CH:10]=2)[CH2:3][CH:2]1[F:1]. The catalyst class is: 5.